Predict the reactants needed to synthesize the given product. From a dataset of Full USPTO retrosynthesis dataset with 1.9M reactions from patents (1976-2016). (1) Given the product [CH:18]1([CH2:17][O:1][C:2]2[CH:9]=[CH:8][C:5]([CH:6]=[O:7])=[CH:4][CH:3]=2)[CH2:20][CH2:19]1, predict the reactants needed to synthesize it. The reactants are: [OH:1][C:2]1[CH:9]=[CH:8][C:5]([CH:6]=[O:7])=[CH:4][CH:3]=1.C(=O)([O-])[O-].[K+].[K+].Br[CH2:17][CH:18]1[CH2:20][CH2:19]1. (2) Given the product [CH:28]1([CH2:33][CH:34]([C:38]2[CH:43]=[CH:42][C:41]([N:44]3[C:48]([CH3:49])=[N:47][N:46]=[N:45]3)=[C:40]([F:50])[CH:39]=2)[C:35]([NH:51][C:52]2[S:53][CH:54]=[CH:55][N:56]=2)=[O:37])[CH2:29][CH2:30][CH2:31][CH2:32]1, predict the reactants needed to synthesize it. The reactants are: C1(P(C2C=CC=CC=2)C2C=CC=CC=2)C=CC=CC=1.BrN1C(=O)CCC1=O.[CH:28]1([CH2:33][CH:34]([C:38]2[CH:43]=[CH:42][C:41]([N:44]3[C:48]([CH3:49])=[N:47][N:46]=[N:45]3)=[C:40]([F:50])[CH:39]=2)[C:35]([OH:37])=O)[CH2:32][CH2:31][CH2:30][CH2:29]1.[NH2:51][C:52]1[S:53][CH:54]=[CH:55][N:56]=1. (3) Given the product [Cl:11][C:12]1[CH:17]=[C:16]([O:8][C:3]2[CH:4]=[CH:5][CH:6]=[CH:7][C:2]=2[Cl:1])[CH:15]=[CH:14][N:13]=1, predict the reactants needed to synthesize it. The reactants are: [Cl:1][C:2]1[CH:7]=[CH:6][CH:5]=[CH:4][C:3]=1[OH:8].[H-].[Na+].[Cl:11][C:12]1[CH:17]=[C:16]([N+]([O-])=O)[CH:15]=[CH:14][N:13]=1. (4) Given the product [CH3:33][C@H:34]1[CH2:94][NH:93][C@@:37]2([O:41][C@H:40]3[CH2:42][C@H:43]4[C@@H:48]5[CH2:49][CH:50]=[C:51]6[CH2:56][C@@H:55]([O:57][C@@H:58]7[O:63][C@H:62]([CH2:64][OH:65])[C@H:61]([OH:66])[C@H:60]([O:67][C@@H:68]8[O:73][C@H:72]([CH2:74][OH:75])[C@@H:71]([OH:76])[C@H:70]([OH:77])[C@H:69]8[OH:78])[C@H:59]7[O:79][C@@H:80]7[O:85][C@@H:84]([CH3:86])[C@H:83]([OH:87])[C@@H:82]([OH:88])[C@H:81]7[OH:89])[CH2:54][CH2:53][C@:52]6([CH3:90])[C@H:47]5[CH2:46][CH2:45][C@:44]4([CH3:91])[C@H:39]3[C@@H:38]2[CH3:92])[CH2:36][CH2:35]1, predict the reactants needed to synthesize it. The reactants are: Cl.C[C@H]1CN[C@@]2(O[C@H]3C[C@H]4[C@@H]5CC=C6C[C@@H](O)CC[C@]6(C)[C@H]5CC[C@]4(C)[C@H]3[C@@H]2C)CC1.Cl.[CH3:33][C@H:34]1[CH2:94][NH:93][C@@:37]2([O:41][C@H:40]3[CH2:42][C@H:43]4[C@@H:48]5[CH2:49][CH:50]=[C:51]6[CH2:56][C@@H:55]([O:57][C@@H:58]7[O:63][C@H:62]([CH2:64][OH:65])[C@H:61]([OH:66])[C@H:60]([O:67][C@@H:68]8[O:73][C@H:72]([CH2:74][OH:75])[C@@H:71]([OH:76])[C@H:70]([OH:77])[C@H:69]8[OH:78])[C@H:59]7[O:79][C@@H:80]7[O:85][C@@H:84]([CH3:86])[C@H:83]([OH:87])[C@@H:82]([OH:88])[C@H:81]7[OH:89])[CH2:54][CH2:53][C@:52]6([CH3:90])[C@H:47]5[CH2:46][CH2:45][C@:44]4([CH3:91])[C@H:39]3[C@@H:38]2[CH3:92])[CH2:36][CH2:35]1.Cl.